From a dataset of Full USPTO retrosynthesis dataset with 1.9M reactions from patents (1976-2016). Predict the reactants needed to synthesize the given product. (1) Given the product [CH3:1][O:2][C:3]1[CH:4]=[C:5]2[C:10](=[CH:11][C:12]=1[O:13][CH3:14])[N:9]=[CH:8][N:7]=[C:6]2[O:15][C:16]1[CH:17]=[C:18]([NH:19][C:36]([NH:35][C:27]2[CH:28]=[C:29]([C:31]([F:32])([F:33])[F:34])[CH:30]=[C:25]([O:24][CH3:23])[CH:26]=2)=[O:37])[CH:20]=[CH:21][CH:22]=1, predict the reactants needed to synthesize it. The reactants are: [CH3:1][O:2][C:3]1[CH:4]=[C:5]2[C:10](=[CH:11][C:12]=1[O:13][CH3:14])[N:9]=[CH:8][N:7]=[C:6]2[O:15][C:16]1[CH:17]=[C:18]([CH:20]=[CH:21][CH:22]=1)[NH2:19].[CH3:23][O:24][C:25]1[CH:26]=[C:27]([NH:35][C:36](=O)[O:37]C2C=CC=CC=2)[CH:28]=[C:29]([C:31]([F:34])([F:33])[F:32])[CH:30]=1. (2) Given the product [ClH:32].[OH:12][C:10]1([CH2:13][N:14]([CH3:25])[C:15]2[CH:24]=[CH:23][C:18]([C:19]([OH:21])=[O:20])=[CH:17][CH:16]=2)[CH2:11][NH:8][CH2:9]1, predict the reactants needed to synthesize it. The reactants are: C1(C(C2C=CC=CC=2)[N:8]2[CH2:11][C:10]([CH2:13][N:14]([CH3:25])[C:15]3[CH:24]=[CH:23][C:18]([C:19]([O:21]C)=[O:20])=[CH:17][CH:16]=3)([OH:12])[CH2:9]2)C=CC=CC=1.[ClH:32]. (3) Given the product [Cl:17][C:12]1[CH:11]=[CH:10][N:9]=[C:8]([NH:7][C:5]2[CH:4]=[N:3][N:2]([CH3:1])[CH:6]=2)[N:13]=1, predict the reactants needed to synthesize it. The reactants are: [CH3:1][N:2]1[CH:6]=[C:5]([NH:7][C:8]2[NH:13][C:12](=O)[CH:11]=[CH:10][N:9]=2)[CH:4]=[N:3]1.P(Cl)(Cl)([Cl:17])=O.[OH-].[Na+].